Dataset: NCI-60 drug combinations with 297,098 pairs across 59 cell lines. Task: Regression. Given two drug SMILES strings and cell line genomic features, predict the synergy score measuring deviation from expected non-interaction effect. Drug 1: C1CC(=O)NC(=O)C1N2CC3=C(C2=O)C=CC=C3N. Drug 2: C1CN1P(=S)(N2CC2)N3CC3. Cell line: SK-MEL-28. Synergy scores: CSS=9.45, Synergy_ZIP=-1.08, Synergy_Bliss=3.56, Synergy_Loewe=1.57, Synergy_HSA=3.94.